Dataset: Catalyst prediction with 721,799 reactions and 888 catalyst types from USPTO. Task: Predict which catalyst facilitates the given reaction. Reactant: CI.[CH3:3][C:4]1([CH3:26])[C:8]([CH3:10])([CH3:9])[O:7][B:6]([C:11]2[CH:12]=[C:13]([C:16]([O:18][CH2:19][C:20]3[CH:25]=[CH:24][CH:23]=[CH:22][CH:21]=3)=[O:17])[NH:14][CH:15]=2)[O:5]1.[C:27](=O)([O-])[O-].[Cs+].[Cs+]. Product: [CH3:27][N:14]1[CH:15]=[C:11]([B:6]2[O:5][C:4]([CH3:26])([CH3:3])[C:8]([CH3:9])([CH3:10])[O:7]2)[CH:12]=[C:13]1[C:16]([O:18][CH2:19][C:20]1[CH:21]=[CH:22][CH:23]=[CH:24][CH:25]=1)=[O:17]. The catalyst class is: 39.